From a dataset of Full USPTO retrosynthesis dataset with 1.9M reactions from patents (1976-2016). Predict the reactants needed to synthesize the given product. (1) Given the product [F:10][C:11]1[CH:12]=[C:13]([C:19]2[S:21][C:3]3[CH2:4][NH:5][CH2:6][CH2:7][C:8]=3[N:20]=2)[CH:14]=[CH:15][C:16]=1[O:17][CH3:18], predict the reactants needed to synthesize it. The reactants are: Br.Br[CH:3]1[C:8](=O)[CH2:7][CH2:6][NH:5][CH2:4]1.[F:10][C:11]1[CH:12]=[C:13]([C:19](=[S:21])[NH2:20])[CH:14]=[CH:15][C:16]=1[O:17][CH3:18]. (2) Given the product [C:1]([C:3]1[CH:4]=[N:5][C:6]2[C:11]([CH:12]=1)=[CH:10][C:9]([O:13][CH:14]([S:25][CH3:26])[C:15]([NH:17][C:18]([CH2:22][O:23][CH3:24])([CH3:21])[CH:19]=[O:20])=[O:16])=[CH:8][CH:7]=2)#[CH:2], predict the reactants needed to synthesize it. The reactants are: [C:1]([C:3]1[CH:4]=[N:5][C:6]2[C:11]([CH:12]=1)=[CH:10][C:9]([O:13][CH:14]([S:25][CH3:26])[C:15]([NH:17][C:18]([CH2:22][O:23][CH3:24])([CH3:21])[CH2:19][OH:20])=[O:16])=[CH:8][CH:7]=2)#[CH:2].CC(OI1(OC(C)=O)(OC(C)=O)OC(=O)C2C=CC=CC1=2)=O.C([O-])(O)=O.[Na+]. (3) Given the product [CH3:11][O:10][C:7]1[CH:8]=[CH:9][C:4]([C:2]([OH:3])([CH3:12])[CH3:1])=[CH:5][CH:6]=1, predict the reactants needed to synthesize it. The reactants are: [CH3:1][C:2]([C:4]1[CH:9]=[CH:8][C:7]([O:10][CH3:11])=[CH:6][CH:5]=1)=[O:3].[CH3:12][Mg]Cl.O. (4) Given the product [F:22][C:19]1[CH:20]=[CH:21][C:16]2[N:17]([C:13]([C:4]3[N:3]=[C:2]([NH:33][C@H:31]([C:28]4[CH:27]=[CH:26][C:25]([F:24])=[CH:30][N:29]=4)[CH3:32])[C:7]([C:8]([O:10][CH2:11][CH3:12])=[O:9])=[CH:6][N:5]=3)=[CH:14][N:15]=2)[CH:18]=1, predict the reactants needed to synthesize it. The reactants are: Cl[C:2]1[C:7]([C:8]([O:10][CH2:11][CH3:12])=[O:9])=[CH:6][N:5]=[C:4]([C:13]2[N:17]3[CH:18]=[C:19]([F:22])[CH:20]=[CH:21][C:16]3=[N:15][CH:14]=2)[N:3]=1.Cl.[F:24][C:25]1[CH:26]=[CH:27][C:28]([C@@H:31]([NH2:33])[CH3:32])=[N:29][CH:30]=1.C(N(C(C)C)CC)(C)C. (5) Given the product [CH2:1]([O:3][C:4]1[CH:10]=[CH:9][C:7]([NH:8][C:21](=[O:23])[CH3:22])=[CH:6][C:5]=1[F:11])[CH3:2], predict the reactants needed to synthesize it. The reactants are: [CH2:1]([O:3][C:4]1[CH:10]=[CH:9][C:7]([NH2:8])=[CH:6][C:5]=1[F:11])[CH3:2].CCN(C(C)C)C(C)C.[C:21](OC(=O)C)(=[O:23])[CH3:22].